From a dataset of Peptide-MHC class I binding affinity with 185,985 pairs from IEDB/IMGT. Regression. Given a peptide amino acid sequence and an MHC pseudo amino acid sequence, predict their binding affinity value. This is MHC class I binding data. (1) The peptide sequence is EIYKRWII. The MHC is HLA-A68:02 with pseudo-sequence HLA-A68:02. The binding affinity (normalized) is 0.0593. (2) The peptide sequence is RPPMVTSGL. The MHC is HLA-A11:01 with pseudo-sequence HLA-A11:01. The binding affinity (normalized) is 0.0847. (3) The peptide sequence is AMQDPNPEV. The MHC is HLA-A03:01 with pseudo-sequence HLA-A03:01. The binding affinity (normalized) is 0.0847. (4) The peptide sequence is YAEISFMLW. The MHC is HLA-A31:01 with pseudo-sequence HLA-A31:01. The binding affinity (normalized) is 0.0847. (5) The peptide sequence is YRPVFSSPP. The MHC is Mamu-B03 with pseudo-sequence Mamu-B03. The binding affinity (normalized) is 0. (6) The peptide sequence is KSEIYVAW. The MHC is Mamu-B3901 with pseudo-sequence Mamu-B3901. The binding affinity (normalized) is 0. (7) The peptide sequence is ITTESIVIW. The MHC is HLA-A68:02 with pseudo-sequence HLA-A68:02. The binding affinity (normalized) is 0.0140. (8) The peptide sequence is KFVFPLNSK. The MHC is HLA-A31:01 with pseudo-sequence HLA-A31:01. The binding affinity (normalized) is 0.602. (9) The MHC is HLA-A02:02 with pseudo-sequence HLA-A02:02. The peptide sequence is NIRQAGVQY. The binding affinity (normalized) is 0.